This data is from Forward reaction prediction with 1.9M reactions from USPTO patents (1976-2016). The task is: Predict the product of the given reaction. Given the reactants [NH2:1][C:2]1[N:7]=[CH:6][C:5]([N:8]2[CH2:11][CH:10]([OH:12])[CH2:9]2)=[CH:4][CH:3]=1.Br[C:14]1[C:15](=[O:22])[N:16]([CH3:21])[CH:17]=[C:18]([Br:20])[CH:19]=1.CC1(C)C2C(=C(P(C3C=CC=CC=3)C3C=CC=CC=3)C=CC=2)OC2C(P(C3C=CC=CC=3)C3C=CC=CC=3)=CC=CC1=2.C([O-])([O-])=O.[Cs+].[Cs+], predict the reaction product. The product is: [Br:20][C:18]1[CH:19]=[C:14]([NH:1][C:2]2[CH:3]=[CH:4][C:5]([N:8]3[CH2:9][CH:10]([OH:12])[CH2:11]3)=[CH:6][N:7]=2)[C:15](=[O:22])[N:16]([CH3:21])[CH:17]=1.